Dataset: Peptide-MHC class II binding affinity with 134,281 pairs from IEDB. Task: Regression. Given a peptide amino acid sequence and an MHC pseudo amino acid sequence, predict their binding affinity value. This is MHC class II binding data. (1) The peptide sequence is IRQAGVQYSRADEEQ. The MHC is DRB1_0301 with pseudo-sequence DRB1_0301. The binding affinity (normalized) is 0.143. (2) The peptide sequence is KLCPNNLCCSQWGWC. The MHC is DRB1_0802 with pseudo-sequence DRB1_0802. The binding affinity (normalized) is 0.180. (3) The peptide sequence is VPLYNRFSYIPNGAL. The MHC is HLA-DPA10301-DPB10402 with pseudo-sequence HLA-DPA10301-DPB10402. The binding affinity (normalized) is 0.346. (4) The peptide sequence is PARLFKAFVLDSDNL. The MHC is HLA-DQA10501-DQB10301 with pseudo-sequence HLA-DQA10501-DQB10301. The binding affinity (normalized) is 0.326.